Regression. Given two drug SMILES strings and cell line genomic features, predict the synergy score measuring deviation from expected non-interaction effect. From a dataset of NCI-60 drug combinations with 297,098 pairs across 59 cell lines. (1) Drug 1: C1CC(=O)NC(=O)C1N2CC3=C(C2=O)C=CC=C3N. Drug 2: CCC1=C2CN3C(=CC4=C(C3=O)COC(=O)C4(CC)O)C2=NC5=C1C=C(C=C5)O. Cell line: HCT-15. Synergy scores: CSS=25.4, Synergy_ZIP=-1.89, Synergy_Bliss=-3.14, Synergy_Loewe=-2.33, Synergy_HSA=-2.30. (2) Drug 1: C1=C(C(=O)NC(=O)N1)F. Drug 2: CCCS(=O)(=O)NC1=C(C(=C(C=C1)F)C(=O)C2=CNC3=C2C=C(C=N3)C4=CC=C(C=C4)Cl)F. Cell line: DU-145. Synergy scores: CSS=36.3, Synergy_ZIP=0.708, Synergy_Bliss=0.0332, Synergy_Loewe=-5.18, Synergy_HSA=-1.99. (3) Drug 1: COC1=NC(=NC2=C1N=CN2C3C(C(C(O3)CO)O)O)N. Drug 2: C1C(C(OC1N2C=NC3=C2NC=NCC3O)CO)O. Cell line: SN12C. Synergy scores: CSS=-5.12, Synergy_ZIP=2.27, Synergy_Bliss=-1.99, Synergy_Loewe=-8.79, Synergy_HSA=-8.50. (4) Drug 1: CC1=C2C(C(=O)C3(C(CC4C(C3C(C(C2(C)C)(CC1OC(=O)C(C(C5=CC=CC=C5)NC(=O)OC(C)(C)C)O)O)OC(=O)C6=CC=CC=C6)(CO4)OC(=O)C)O)C)O. Synergy scores: CSS=16.2, Synergy_ZIP=-7.02, Synergy_Bliss=-9.31, Synergy_Loewe=-23.3, Synergy_HSA=-7.81. Drug 2: C1C(C(OC1N2C=NC3=C2NC=NCC3O)CO)O. Cell line: SF-295.